Task: Predict the reaction yield, written as a fraction of the theoretical maximum amount of product (1.0 means a 100% yield; for example, 0.34 means a 34% yield).. Dataset: Reaction yield outcomes from USPTO patents with 853,638 reactions (1) The reactants are [OH-].[CH3:2][C:3]1[CH:8]=[CH:7][CH:6]=[C:5]([CH3:9])[C:4]=1[NH:10][C:11](=[O:25])[CH2:12][N+:13]([CH2:23][CH3:24])([CH2:21][CH3:22])[CH2:14][C:15]1[CH:20]=[CH:19][CH:18]=[CH:17][CH:16]=1.[C:26]([OH:34])(=[O:33])[C:27]1[CH:32]=[CH:31][CH:30]=[CH:29][CH:28]=1. The yield is 0.805. The product is [CH3:24][CH2:23][N+:13]([CH2:12][C:11]([NH:10][C:4]1[C:3]([CH3:2])=[CH:8][CH:7]=[CH:6][C:5]=1[CH3:9])=[O:25])([CH2:14][C:15]1[CH:16]=[CH:17][CH:18]=[CH:19][CH:20]=1)[CH2:21][CH3:22].[CH:30]1[CH:29]=[CH:28][C:27]([C:26]([O-:34])=[O:33])=[CH:32][CH:31]=1. The catalyst is CC(C)=O. (2) The reactants are [NH2:1][C:2]1[CH:7]=[C:6]([Br:8])[CH:5]=[CH:4][C:3]=1[N:9]([CH3:13])[CH2:10][CH2:11]O.S(Cl)([Cl:16])=O. The catalyst is C(Cl)Cl.CN(C=O)C. The product is [Br:8][C:6]1[CH:7]=[C:2]([NH2:1])[C:3]([N:9]([CH2:10][CH2:11][Cl:16])[CH3:13])=[CH:4][CH:5]=1. The yield is 0.963. (3) The reactants are [F:1][C:2]1[CH:7]=[CH:6][C:5]([S:8]([N:11]([CH2:16][C:17]([OH:19])=O)[CH2:12][CH2:13][O:14][CH3:15])(=[O:10])=[O:9])=[CH:4][CH:3]=1.FC1C=CC(S(N(C)CC([NH:34][CH2:35][C:36]2[CH:41]=[C:40]([C:42]3[CH:47]=[CH:46][C:45]([C:48]([F:51])([F:50])[F:49])=[CH:44][CH:43]=3)[N:39]=[CH:38][N:37]=2)=O)(=O)=O)=CC=1.O.ON1C2C=CC=CC=2N=N1.C(N(CC)C(C)C)(C)C.CN(C(ON1N=NC2C=CC=CC1=2)=[N+](C)C)C.F[P-](F)(F)(F)(F)F. The catalyst is CN(C=O)C.C(OCC)(=O)C. The product is [F:1][C:2]1[CH:3]=[CH:4][C:5]([S:8]([N:11]([CH2:12][CH2:13][O:14][CH3:15])[CH2:16][C:17]([NH:34][CH2:35][C:36]2[CH:41]=[C:40]([C:42]3[CH:43]=[CH:44][C:45]([C:48]([F:51])([F:50])[F:49])=[CH:46][CH:47]=3)[N:39]=[CH:38][N:37]=2)=[O:19])(=[O:9])=[O:10])=[CH:6][CH:7]=1. The yield is 0.750. (4) The yield is 0.610. The product is [CH2:1]([C:8]1([OH:26])[CH2:9][CH2:10][N:11]([C:14]([C:16]2[C:24]3[C:19](=[CH:20][CH:21]=[CH:22][CH:23]=3)[N:18]([CH2:30][C:31]3[CH:36]=[CH:35][CH:34]=[CH:33][C:32]=3[Cl:37])[C:17]=2[CH3:25])=[O:15])[CH2:12][CH2:13]1)[C:2]1[CH:3]=[CH:4][CH:5]=[CH:6][CH:7]=1. The catalyst is CN(C=O)C. The reactants are [CH2:1]([C:8]1([OH:26])[CH2:13][CH2:12][N:11]([C:14]([C:16]2[C:24]3[C:19](=[CH:20][CH:21]=[CH:22][CH:23]=3)[NH:18][C:17]=2[CH3:25])=[O:15])[CH2:10][CH2:9]1)[C:2]1[CH:7]=[CH:6][CH:5]=[CH:4][CH:3]=1.[H-].[Na+].Br[CH2:30][C:31]1[CH:36]=[CH:35][CH:34]=[CH:33][C:32]=1[Cl:37]. (5) The reactants are [F:1][C:2]1([F:15])[CH2:13][C:5]2[NH:6][C:7]([C:9]([O:11][CH3:12])=[O:10])=[CH:8][C:4]=2[C:3]1=O.C([SiH](CC)CC)C.CO.C(Cl)Cl. The catalyst is C(O)(C(F)(F)F)=O. The product is [F:15][C:2]1([F:1])[CH2:13][C:5]2[NH:6][C:7]([C:9]([O:11][CH3:12])=[O:10])=[CH:8][C:4]=2[CH2:3]1. The yield is 0.0380. (6) The reactants are [CH3:1][O:2][C:3]1[CH:4]=[C:5]2[C:10](=[CH:11][C:12]=1[O:13][CH3:14])[N:9]=[CH:8][CH:7]=[C:6]2[O:15][C:16]1[CH:22]=[CH:21][C:19]([NH2:20])=[C:18]([F:23])[CH:17]=1.ClC(Cl)(O[C:28](=[O:34])OC(Cl)(Cl)Cl)Cl.[F:36][C:37]1[CH:44]=[C:43]([F:45])[CH:42]=[CH:41][C:38]=1[CH2:39][NH2:40].C(=O)([O-])O.[Na+]. The catalyst is C1(C)C=CC=CC=1.ClCCl.C(N(CC)CC)C. The product is [F:36][C:37]1[CH:44]=[C:43]([F:45])[CH:42]=[CH:41][C:38]=1[CH2:39][NH:40][C:28]([NH:20][C:19]1[CH:21]=[CH:22][C:16]([O:15][C:6]2[C:5]3[C:10](=[CH:11][C:12]([O:13][CH3:14])=[C:3]([O:2][CH3:1])[CH:4]=3)[N:9]=[CH:8][CH:7]=2)=[CH:17][C:18]=1[F:23])=[O:34]. The yield is 0.800. (7) The reactants are [BH4-].[Na+].[C:3]([N:11]1[C:20]2[C:15](=[CH:16][CH:17]=[CH:18][CH:19]=2)[C:14](=[O:21])[C:13]([CH3:23])([CH3:22])[CH2:12]1)(=[O:10])[C:4]1[CH:9]=[CH:8][CH:7]=[CH:6][CH:5]=1. The catalyst is CO. The product is [OH:21][CH:14]1[C:15]2[C:20](=[CH:19][CH:18]=[CH:17][CH:16]=2)[N:11]([C:3]([C:4]2[CH:9]=[CH:8][CH:7]=[CH:6][CH:5]=2)=[O:10])[CH2:12][C:13]1([CH3:23])[CH3:22]. The yield is 0.705. (8) The reactants are [F:1][C:2]1[CH:3]=[C:4]([CH:42]=[C:43]([F:45])[CH:44]=1)[C:5]([C:7]1[CH:8]=[C:9]2[C:13](=[CH:14][CH:15]=1)[N:12]([C:16]([C:29]1[CH:34]=[CH:33][CH:32]=[CH:31][CH:30]=1)([C:23]1[CH:28]=[CH:27][CH:26]=[CH:25][CH:24]=1)[C:17]1[CH:22]=[CH:21][CH:20]=[CH:19][CH:18]=1)[N:11]=[C:10]2[NH:35]C(=O)C(F)(F)F)=[O:6].C(O)(C)C.O1CCCC1. The catalyst is C(N(CC)CC)C. The product is [NH2:35][C:10]1[C:9]2[C:13](=[CH:14][CH:15]=[C:7]([C:5]([C:4]3[CH:42]=[C:43]([F:45])[CH:44]=[C:2]([F:1])[CH:3]=3)=[O:6])[CH:8]=2)[N:12]([C:16]([C:23]2[CH:24]=[CH:25][CH:26]=[CH:27][CH:28]=2)([C:29]2[CH:30]=[CH:31][CH:32]=[CH:33][CH:34]=2)[C:17]2[CH:22]=[CH:21][CH:20]=[CH:19][CH:18]=2)[N:11]=1. The yield is 0.990. (9) The reactants are [N:1]12[CH2:9][CH2:8][CH:5]([CH2:6][CH2:7]1)[NH:4][CH2:3][CH2:2]2.[N:10]([C:13]([C:16]1[CH:21]=[CH:20][CH:19]=[C:18]([C:22]([CH3:24])=[CH2:23])[CH:17]=1)([CH3:15])[CH3:14])=[C:11]=[O:12]. The catalyst is C(Cl)(Cl)Cl. The product is [CH2:23]=[C:22]([C:18]1[CH:17]=[C:16]([C:13]([NH:10][C:11]([N:4]2[CH:5]3[CH2:8][CH2:9][N:1]([CH2:7][CH2:6]3)[CH2:2][CH2:3]2)=[O:12])([CH3:15])[CH3:14])[CH:21]=[CH:20][CH:19]=1)[CH3:24]. The yield is 0.360.